Task: Regression. Given a peptide amino acid sequence and an MHC pseudo amino acid sequence, predict their binding affinity value. This is MHC class II binding data.. Dataset: Peptide-MHC class II binding affinity with 134,281 pairs from IEDB (1) The peptide sequence is TKLDSEIKSWLAFAA. The MHC is DRB1_0101 with pseudo-sequence DRB1_0101. The binding affinity (normalized) is 0.600. (2) The binding affinity (normalized) is 0. The MHC is DRB1_1201 with pseudo-sequence DRB1_1201. The peptide sequence is YRIAARPGAVTRRAA. (3) The peptide sequence is MSIHGKGEWMTTEDM. The MHC is HLA-DQA10501-DQB10303 with pseudo-sequence HLA-DQA10501-DQB10303. The binding affinity (normalized) is 0.260. (4) The peptide sequence is RRTGNIQIRLPWYSY. The MHC is DRB1_0101 with pseudo-sequence DRB1_0101. The binding affinity (normalized) is 0.357. (5) The peptide sequence is WMGINARDRSIALTF. The MHC is DRB1_0101 with pseudo-sequence DRB1_0101. The binding affinity (normalized) is 0.884. (6) The peptide sequence is RLKGVTCRPLKHKVE. The MHC is DRB4_0101 with pseudo-sequence DRB4_0103. The binding affinity (normalized) is 0.431. (7) The peptide sequence is CIPSLEAAVKQAYAA. The MHC is HLA-DQA10101-DQB10501 with pseudo-sequence HLA-DQA10101-DQB10501. The binding affinity (normalized) is 0.